From a dataset of TCR-epitope binding with 47,182 pairs between 192 epitopes and 23,139 TCRs. Binary Classification. Given a T-cell receptor sequence (or CDR3 region) and an epitope sequence, predict whether binding occurs between them. (1) The epitope is RLRAEAQVK. The TCR CDR3 sequence is CASSFNGGAIDTQYF. Result: 1 (the TCR binds to the epitope). (2) The epitope is TSNQVAVLY. The TCR CDR3 sequence is CASSLGQDNTEAFF. Result: 1 (the TCR binds to the epitope). (3) The epitope is LLDFVRFMGV. The TCR CDR3 sequence is CAVGTVQETQYF. Result: 0 (the TCR does not bind to the epitope). (4) The epitope is ITEEVGHTDLMAAY. The TCR CDR3 sequence is CASSLWTGAHEQFF. Result: 0 (the TCR does not bind to the epitope). (5) The epitope is SEVGPEHSLAEY. The TCR CDR3 sequence is CASSHNKNTEAFF. Result: 0 (the TCR does not bind to the epitope). (6) The epitope is PKYVKQNTLKLAT. The TCR CDR3 sequence is CATSPGTGITNQPQHF. Result: 1 (the TCR binds to the epitope).